Dataset: NCI-60 drug combinations with 297,098 pairs across 59 cell lines. Task: Regression. Given two drug SMILES strings and cell line genomic features, predict the synergy score measuring deviation from expected non-interaction effect. (1) Synergy scores: CSS=2.43, Synergy_ZIP=-2.23, Synergy_Bliss=-4.05, Synergy_Loewe=-5.61, Synergy_HSA=-3.81. Cell line: MOLT-4. Drug 2: C1CN(P(=O)(OC1)NCCCl)CCCl. Drug 1: C1CCC(C1)C(CC#N)N2C=C(C=N2)C3=C4C=CNC4=NC=N3. (2) Drug 1: C1CC(=O)NC(=O)C1N2C(=O)C3=CC=CC=C3C2=O. Drug 2: CC(C)NC(=O)C1=CC=C(C=C1)CNNC.Cl. Cell line: K-562. Synergy scores: CSS=3.83, Synergy_ZIP=-0.886, Synergy_Bliss=-1.34, Synergy_Loewe=-2.43, Synergy_HSA=-2.87. (3) Drug 1: CN(CCCl)CCCl.Cl. Drug 2: C1CN(CCN1C(=O)CCBr)C(=O)CCBr. Cell line: HOP-92. Synergy scores: CSS=21.9, Synergy_ZIP=-8.01, Synergy_Bliss=-4.55, Synergy_Loewe=-5.71, Synergy_HSA=-3.41. (4) Drug 1: CCC1(CC2CC(C3=C(CCN(C2)C1)C4=CC=CC=C4N3)(C5=C(C=C6C(=C5)C78CCN9C7C(C=CC9)(C(C(C8N6C=O)(C(=O)OC)O)OC(=O)C)CC)OC)C(=O)OC)O.OS(=O)(=O)O. Drug 2: CC12CCC3C(C1CCC2OP(=O)(O)O)CCC4=C3C=CC(=C4)OC(=O)N(CCCl)CCCl.[Na+]. Cell line: EKVX. Synergy scores: CSS=1.08, Synergy_ZIP=3.82, Synergy_Bliss=10.1, Synergy_Loewe=2.50, Synergy_HSA=3.07. (5) Drug 1: CCC1(C2=C(COC1=O)C(=O)N3CC4=CC5=C(C=CC(=C5CN(C)C)O)N=C4C3=C2)O.Cl. Drug 2: CC1CCCC2(C(O2)CC(NC(=O)CC(C(C(=O)C(C1O)C)(C)C)O)C(=CC3=CSC(=N3)C)C)C. Cell line: SF-268. Synergy scores: CSS=55.2, Synergy_ZIP=-7.26, Synergy_Bliss=-7.37, Synergy_Loewe=-2.51, Synergy_HSA=1.48. (6) Drug 1: C1C(C(OC1N2C=NC3=C(N=C(N=C32)Cl)N)CO)O. Drug 2: CC1=C(C(CCC1)(C)C)C=CC(=CC=CC(=CC(=O)O)C)C. Cell line: SNB-75. Synergy scores: CSS=4.59, Synergy_ZIP=-2.39, Synergy_Bliss=-0.0111, Synergy_Loewe=-1.04, Synergy_HSA=0.393. (7) Drug 1: CC(C)(C#N)C1=CC(=CC(=C1)CN2C=NC=N2)C(C)(C)C#N. Drug 2: CC1C(C(CC(O1)OC2CC(CC3=C2C(=C4C(=C3O)C(=O)C5=C(C4=O)C(=CC=C5)OC)O)(C(=O)CO)O)N)O.Cl. Cell line: TK-10. Synergy scores: CSS=48.0, Synergy_ZIP=4.42, Synergy_Bliss=4.31, Synergy_Loewe=6.15, Synergy_HSA=6.06.